From a dataset of Full USPTO retrosynthesis dataset with 1.9M reactions from patents (1976-2016). Predict the reactants needed to synthesize the given product. Given the product [F:1][C:2]1[C:10]([CH2:11][CH2:12][C:13]2[CH:18]=[N:17][C:16]([NH:19][C:20]3[CH:25]=[CH:24][N:23]=[C:22]([CH3:26])[CH:21]=3)=[N:15][CH:14]=2)=[CH:9][C:5]([C:6]([NH:33][CH3:32])=[O:8])=[CH:4][C:3]=1[O:27][CH3:28], predict the reactants needed to synthesize it. The reactants are: [F:1][C:2]1[C:10]([CH2:11][CH2:12][C:13]2[CH:14]=[N:15][C:16]([NH:19][C:20]3[CH:25]=[CH:24][N:23]=[C:22]([CH3:26])[CH:21]=3)=[N:17][CH:18]=2)=[CH:9][C:5]([C:6]([OH:8])=O)=[CH:4][C:3]=1[O:27][CH3:28].Cl.CN.[CH3:32][N:33](C(ON1N=NC2C=CC=NC1=2)=[N+](C)C)C.F[P-](F)(F)(F)(F)F.CCN(C(C)C)C(C)C.